This data is from Forward reaction prediction with 1.9M reactions from USPTO patents (1976-2016). The task is: Predict the product of the given reaction. Given the reactants [S:1]([N:11]1[CH2:15][CH2:14][CH2:13][C@@H:12]1[C:16]([O:18][C@:19]([C:27]1[CH:35]=[C:34]2[N:30]([CH2:31][CH2:32][C:33]32[O:39][CH2:38][CH2:37][O:36]3)[C:29](=[O:40])[C:28]=1[C:41]#[N:42])([CH2:25][CH3:26])[C:20]([O:22][CH2:23][CH3:24])=[O:21])=[O:17])([C:4]1[CH:10]=[CH:9][C:7]([CH3:8])=[CH:6][CH:5]=1)(=[O:3])=[O:2].[C:43](OC(=O)C)(=[O:45])[CH3:44].[H][H], predict the reaction product. The product is: [S:1]([N:11]1[CH2:15][CH2:14][CH2:13][C@@H:12]1[C:16]([O:18][C@:19]([C:27]1[CH:35]=[C:34]2[N:30]([CH2:31][CH2:32][C:33]32[O:39][CH2:38][CH2:37][O:36]3)[C:29](=[O:40])[C:28]=1[CH2:41][NH:42][C:43](=[O:45])[CH3:44])([CH2:25][CH3:26])[C:20]([O:22][CH2:23][CH3:24])=[O:21])=[O:17])([C:4]1[CH:10]=[CH:9][C:7]([CH3:8])=[CH:6][CH:5]=1)(=[O:2])=[O:3].